Task: Regression. Given two drug SMILES strings and cell line genomic features, predict the synergy score measuring deviation from expected non-interaction effect.. Dataset: NCI-60 drug combinations with 297,098 pairs across 59 cell lines (1) Drug 1: C1CC(=O)NC(=O)C1N2C(=O)C3=CC=CC=C3C2=O. Drug 2: CC(C)NC(=O)C1=CC=C(C=C1)CNNC.Cl. Cell line: SK-MEL-5. Synergy scores: CSS=-0.0205, Synergy_ZIP=0.106, Synergy_Bliss=-1.13, Synergy_Loewe=-0.00382, Synergy_HSA=-2.60. (2) Synergy scores: CSS=40.0, Synergy_ZIP=-1.54, Synergy_Bliss=-4.42, Synergy_Loewe=-7.82, Synergy_HSA=-4.90. Cell line: HCT-15. Drug 1: CC1OCC2C(O1)C(C(C(O2)OC3C4COC(=O)C4C(C5=CC6=C(C=C35)OCO6)C7=CC(=C(C(=C7)OC)O)OC)O)O. Drug 2: CC(C)CN1C=NC2=C1C3=CC=CC=C3N=C2N.